From a dataset of Full USPTO retrosynthesis dataset with 1.9M reactions from patents (1976-2016). Predict the reactants needed to synthesize the given product. (1) Given the product [Cl:23][C:8]1[N:7]=[C:6]2[NH:11][CH:12]=[CH:13][C:5]2=[C:4]([N+:1]([O-:3])=[O:2])[CH:9]=1, predict the reactants needed to synthesize it. The reactants are: [N+:1]([C:4]1[CH:9]=[CH:8][N+:7]([O-])=[C:6]2[NH:11][CH:12]=[CH:13][C:5]=12)([O-:3])=[O:2].C[Si](C)(C)N[Si](C)(C)C.[Cl:23]C(OC)=O. (2) Given the product [CH2:1]([O:3][C@@H:4]([CH2:10][C:11]1[CH:16]=[CH:15][C:14]([O:17][CH2:18]/[CH:19]=[C:20](/[C:22]2[CH:23]=[CH:24][C:25]([C:28]3[CH:33]=[CH:32][CH:31]=[CH:30][C:29]=3[CH3:34])=[CH:26][CH:27]=2)\[CH3:21])=[CH:13][CH:12]=1)[C:5]([OH:7])=[O:6])[CH3:2], predict the reactants needed to synthesize it. The reactants are: [CH2:1]([O:3][C@@H:4]([CH2:10][C:11]1[CH:16]=[CH:15][C:14]([O:17][CH2:18]/[CH:19]=[C:20](/[C:22]2[CH:27]=[CH:26][C:25]([C:28]3[CH:33]=[CH:32][CH:31]=[CH:30][C:29]=3[CH3:34])=[CH:24][CH:23]=2)\[CH3:21])=[CH:13][CH:12]=1)[C:5]([O:7]CC)=[O:6])[CH3:2].[OH-].[Na+].